Dataset: NCI-60 drug combinations with 297,098 pairs across 59 cell lines. Task: Regression. Given two drug SMILES strings and cell line genomic features, predict the synergy score measuring deviation from expected non-interaction effect. (1) Drug 1: CC1C(C(CC(O1)OC2CC(CC3=C2C(=C4C(=C3O)C(=O)C5=C(C4=O)C(=CC=C5)OC)O)(C(=O)CO)O)N)O.Cl. Drug 2: CN(CC1=CN=C2C(=N1)C(=NC(=N2)N)N)C3=CC=C(C=C3)C(=O)NC(CCC(=O)O)C(=O)O. Cell line: U251. Synergy scores: CSS=32.7, Synergy_ZIP=-3.51, Synergy_Bliss=-3.66, Synergy_Loewe=-12.1, Synergy_HSA=-1.25. (2) Drug 1: CS(=O)(=O)C1=CC(=C(C=C1)C(=O)NC2=CC(=C(C=C2)Cl)C3=CC=CC=N3)Cl. Drug 2: C1=NC(=NC(=O)N1C2C(C(C(O2)CO)O)O)N. Cell line: NCI-H322M. Synergy scores: CSS=6.69, Synergy_ZIP=-2.69, Synergy_Bliss=2.89, Synergy_Loewe=1.19, Synergy_HSA=2.35. (3) Drug 1: CC1C(C(CC(O1)OC2CC(CC3=C2C(=C4C(=C3O)C(=O)C5=C(C4=O)C(=CC=C5)OC)O)(C(=O)C)O)N)O.Cl. Drug 2: CC1C(C(CC(O1)OC2CC(CC3=C2C(=C4C(=C3O)C(=O)C5=C(C4=O)C(=CC=C5)OC)O)(C(=O)CO)O)N)O.Cl. Cell line: SF-295. Synergy scores: CSS=44.3, Synergy_ZIP=0.334, Synergy_Bliss=1.04, Synergy_Loewe=-1.05, Synergy_HSA=1.70. (4) Drug 1: C1=CN(C(=O)N=C1N)C2C(C(C(O2)CO)O)O.Cl. Drug 2: CS(=O)(=O)OCCCCOS(=O)(=O)C. Cell line: M14. Synergy scores: CSS=26.8, Synergy_ZIP=2.21, Synergy_Bliss=4.57, Synergy_Loewe=-11.4, Synergy_HSA=3.44. (5) Drug 1: C#CCC(CC1=CN=C2C(=N1)C(=NC(=N2)N)N)C3=CC=C(C=C3)C(=O)NC(CCC(=O)O)C(=O)O. Drug 2: CC1CCCC2(C(O2)CC(NC(=O)CC(C(C(=O)C(C1O)C)(C)C)O)C(=CC3=CSC(=N3)C)C)C. Cell line: OVCAR-5. Synergy scores: CSS=54.6, Synergy_ZIP=5.62, Synergy_Bliss=2.56, Synergy_Loewe=1.44, Synergy_HSA=1.47. (6) Drug 1: C1C(C(OC1N2C=NC(=NC2=O)N)CO)O. Drug 2: COCCOC1=C(C=C2C(=C1)C(=NC=N2)NC3=CC=CC(=C3)C#C)OCCOC.Cl. Cell line: HOP-92. Synergy scores: CSS=8.23, Synergy_ZIP=0.271, Synergy_Bliss=8.95, Synergy_Loewe=-0.657, Synergy_HSA=2.54.